Task: Predict the reactants needed to synthesize the given product.. Dataset: Full USPTO retrosynthesis dataset with 1.9M reactions from patents (1976-2016) (1) Given the product [O:20]=[C:14]([NH:11][CH:9]([C:5]1[CH:6]=[CH:7][CH:8]=[C:3]([C:2]([F:12])([F:13])[F:1])[CH:4]=1)[CH3:10])[CH2:15][CH2:16][C:17]([OH:19])=[O:18], predict the reactants needed to synthesize it. The reactants are: [F:1][C:2]([F:13])([F:12])[C:3]1[CH:4]=[C:5]([CH:9]([NH2:11])[CH3:10])[CH:6]=[CH:7][CH:8]=1.[C:14]1(=[O:20])[O:19][C:17](=[O:18])[CH2:16][CH2:15]1.CC(=O)OCC.CO. (2) Given the product [F:21][C:18]1[CH:19]=[CH:20][C:15]([S:12]([C:4]2[N:3]=[C:2]([NH:48][C:46]3[S:47][C:43]([CH3:42])=[CH:44][N:45]=3)[C:11]3[C:6]([CH:5]=2)=[CH:7][CH:8]=[CH:9][CH:10]=3)(=[O:14])=[O:13])=[CH:16][CH:17]=1, predict the reactants needed to synthesize it. The reactants are: Br[C:2]1[C:11]2[C:6](=[CH:7][CH:8]=[CH:9][CH:10]=2)[CH:5]=[C:4]([S:12]([C:15]2[CH:20]=[CH:19][C:18]([F:21])=[CH:17][CH:16]=2)(=[O:14])=[O:13])[N:3]=1.BrC1C2C(=CC=CC=2)C=C(S(C2C=CC(F)=CC=2)=O)N=1.[CH3:42][C:43]1[S:47][C:46]([NH2:48])=[N:45][CH:44]=1.NC1C=C(C)N(C(OC(C)(C)C)=O)N=1.